Regression. Given a peptide amino acid sequence and an MHC pseudo amino acid sequence, predict their binding affinity value. This is MHC class II binding data. From a dataset of Peptide-MHC class II binding affinity with 134,281 pairs from IEDB. (1) The peptide sequence is EKKYFAATDFEPLAA. The MHC is HLA-DPA10301-DPB10402 with pseudo-sequence HLA-DPA10301-DPB10402. The binding affinity (normalized) is 1.00. (2) The peptide sequence is TTGCAEHCSLNENIT. The MHC is DRB1_1302 with pseudo-sequence DRB1_1302. The binding affinity (normalized) is 0.0815. (3) The peptide sequence is YRSLQPEEFAVVDLS. The MHC is HLA-DPA10201-DPB10101 with pseudo-sequence HLA-DPA10201-DPB10101. The binding affinity (normalized) is 0.426. (4) The binding affinity (normalized) is 0.703. The peptide sequence is AAATAGTTVYGAVAA. The MHC is HLA-DQA10102-DQB10602 with pseudo-sequence HLA-DQA10102-DQB10602. (5) The peptide sequence is NLYIKSIQSLISDTQ. The MHC is DRB1_0404 with pseudo-sequence DRB1_0404. The binding affinity (normalized) is 0.787. (6) The peptide sequence is CGRRHSVRIRVRSGG. The MHC is HLA-DQA10101-DQB10501 with pseudo-sequence HLA-DQA10101-DQB10501. The binding affinity (normalized) is 0. (7) The peptide sequence is LKSDLLRAGITLVPV. The MHC is H-2-IAb with pseudo-sequence H-2-IAb. The binding affinity (normalized) is 0.359.